This data is from Full USPTO retrosynthesis dataset with 1.9M reactions from patents (1976-2016). The task is: Predict the reactants needed to synthesize the given product. (1) Given the product [CH3:1][N:2]1[CH2:7][CH2:6][N:5]([CH:10]2[CH2:11][CH2:12][CH2:13][C:8](=[N:21][OH:22])[CH2:9]2)[CH2:4][CH2:3]1, predict the reactants needed to synthesize it. The reactants are: [CH3:1][N:2]1[CH2:7][CH2:6][NH:5][CH2:4][CH2:3]1.[C:8]1(=O)[CH2:13][CH2:12][CH2:11][CH:10]=[CH:9]1.C([O-])([O-])=O.[K+].[K+].[NH2:21][OH:22].Cl. (2) The reactants are: [Cl:1][C:2]1[C:10]([F:11])=[CH:9][C:5]([C:6](O)=[O:7])=[C:4]([F:12])[CH:3]=1.[BH4-].[Na+].B(F)(F)F. Given the product [Cl:1][C:2]1[C:10]([F:11])=[CH:9][C:5]([CH2:6][OH:7])=[C:4]([F:12])[CH:3]=1, predict the reactants needed to synthesize it. (3) The reactants are: [CH2:1]([C:3]1[C:8]([CH:9]=O)=[CH:7][CH:6]=[CH:5][C:4]=1[C:11]1[S:15][C:14]([C:16]2[CH:17]=[CH:18][C:19]([CH2:24][CH:25]([CH3:27])[CH3:26])=[C:20]([CH:23]=2)[C:21]#[N:22])=[N:13][CH:12]=1)[CH3:2].[NH:28]1[CH2:33][CH2:32][CH:31]([C:34]([O:36]CC)=[O:35])[CH2:30][CH2:29]1.C(O[BH-](OC(=O)C)OC(=O)C)(=O)C.[Na+].C=O. Given the product [C:21]([C:20]1[CH:23]=[C:16]([C:14]2[S:15][C:11]([C:4]3[C:3]([CH2:1][CH3:2])=[C:8]([CH2:9][N:28]4[CH2:29][CH2:30][CH:31]([C:34]([OH:36])=[O:35])[CH2:32][CH2:33]4)[CH:7]=[CH:6][CH:5]=3)=[CH:12][N:13]=2)[CH:17]=[CH:18][C:19]=1[CH2:24][CH:25]([CH3:27])[CH3:26])#[N:22], predict the reactants needed to synthesize it. (4) Given the product [ClH:36].[CH2:1]([N:8]([CH2:20][CH2:21][C:22]1[CH:23]=[CH:24][C:25]([O:28][CH2:29][C:30]2[CH:31]=[CH:32][CH:33]=[CH:34][CH:35]=2)=[CH:26][CH:27]=1)[CH:9]([CH3:19])[C:10]([C:12]1[CH:17]=[CH:16][C:15]([OH:18])=[CH:14][CH:13]=1)=[O:11])[C:2]1[CH:7]=[CH:6][CH:5]=[CH:4][CH:3]=1, predict the reactants needed to synthesize it. The reactants are: [CH2:1]([N:8]([CH2:20][CH2:21][C:22]1[CH:27]=[CH:26][C:25]([O:28][CH2:29][C:30]2[CH:35]=[CH:34][CH:33]=[CH:32][CH:31]=2)=[CH:24][CH:23]=1)[CH:9]([CH3:19])[C:10]([C:12]1[CH:17]=[CH:16][C:15]([OH:18])=[CH:14][CH:13]=1)=[O:11])[C:2]1[CH:7]=[CH:6][CH:5]=[CH:4][CH:3]=1.[ClH:36]. (5) Given the product [CH2:1]([O:3][C:4]([CH:5]1[CH:6]([CH:7]([CH3:9])[CH3:8])[CH2:22][N:18]([CH2:11][C:12]2[CH:17]=[CH:16][CH:15]=[CH:14][CH:13]=2)[CH2:19]1)=[O:10])[CH3:2], predict the reactants needed to synthesize it. The reactants are: [CH2:1]([O:3][C:4](=[O:10])/[CH:5]=[CH:6]/[CH:7]([CH3:9])[CH3:8])[CH3:2].[CH2:11]([N:18]([CH2:22][Si](C)(C)C)[CH2:19]OC)[C:12]1[CH:17]=[CH:16][CH:15]=[CH:14][CH:13]=1.